This data is from Experimentally validated miRNA-target interactions with 360,000+ pairs, plus equal number of negative samples. The task is: Binary Classification. Given a miRNA mature sequence and a target amino acid sequence, predict their likelihood of interaction. (1) The miRNA is hsa-miR-21-3p with sequence CAACACCAGUCGAUGGGCUGU. The protein sequence of the target gene is MGCCTGRCSLVCLCALQLLSALERQIFDFLGFQWAPILGNFLHIIVVILGLFGTIQYRPRYIMVYTVWTALWVTWNVFIICFYLEVGGLSKDTDLMTFNISVHRSWWREHGPGCVRRVLPPSAHGMMDDYTYVSVTGCVVDFQYLEVIHSAVQILLSLVGFVYACYVISISMEEEDTCRNK. Result: 0 (no interaction). (2) The miRNA is hsa-miR-590-5p with sequence GAGCUUAUUCAUAAAAGUGCAG. The protein sequence of the target gene is MAPEENAGSELLLQSFKRRFLAARALRSFRWQSLEAKLRDSSDSELLRDILQKHEAVHTEPLDELYEVLVETLMAKESTQGHRSYLLTCCIAQKPSCRWSGSCGGWLPAGSTSGLLNSTWPLPSATQRCASCSPPSYAGLGSDGKRKLIMTRNCFPTESTWRWQS. Result: 0 (no interaction).